Dataset: NCI-60 drug combinations with 297,098 pairs across 59 cell lines. Task: Regression. Given two drug SMILES strings and cell line genomic features, predict the synergy score measuring deviation from expected non-interaction effect. (1) Drug 1: C1=CC(=C2C(=C1NCCNCCO)C(=O)C3=C(C=CC(=C3C2=O)O)O)NCCNCCO. Drug 2: C1=CC(=CC=C1C#N)C(C2=CC=C(C=C2)C#N)N3C=NC=N3. Cell line: HOP-62. Synergy scores: CSS=49.8, Synergy_ZIP=1.42, Synergy_Bliss=1.67, Synergy_Loewe=-32.0, Synergy_HSA=2.02. (2) Cell line: NCI-H322M. Drug 2: CC(C)(C#N)C1=CC(=CC(=C1)CN2C=NC=N2)C(C)(C)C#N. Synergy scores: CSS=5.35, Synergy_ZIP=0.700, Synergy_Bliss=2.40, Synergy_Loewe=0.690, Synergy_HSA=1.36. Drug 1: CC12CCC(CC1=CCC3C2CCC4(C3CC=C4C5=CN=CC=C5)C)O.